Dataset: Experimentally validated miRNA-target interactions with 360,000+ pairs, plus equal number of negative samples. Task: Binary Classification. Given a miRNA mature sequence and a target amino acid sequence, predict their likelihood of interaction. (1) The miRNA is hsa-miR-3663-5p with sequence GCUGGUCUGCGUGGUGCUCGG. The protein sequence of the target gene is MNFEGLDPGLAEYAPAMHSALDPVLDAHLNPSLLQNVELDPEGVALEALPVQESVHIMEGVYSELHSVVAEVGVPVSVSHFDLHEEMLWVGSHGGHATSFFGPALERYSSFQVNGSDDIRQIQSLENGILFLTKNNLKYMARGGLIIFDYLLDENEDMHSLLLTDSSTLLVGGLQNHIIEIDLNTVQETQKYAVETPGVTIMRQTNRFFFCGHTSGKVSLRDLRTFKVEHEFDAFSGSLSDFDVHGNLLAACGFSSRLTGLACDRFLKVYDLRMMRAITPLQVHVDPAFLRFIPTYTSRL.... Result: 1 (interaction). (2) The miRNA is hsa-miR-875-5p with sequence UAUACCUCAGUUUUAUCAGGUG. The protein sequence of the target gene is MEEKEILRRQIRLLQGLIDDYKTLHGNAPAPGTPAASGWQPPTYHSGRAFSARYPRPSRRGYSSHHGPSWRKKYSLVNRPPGPSDPPADHAVRPLHGARGGQPPVPQQHVLERQVQLSQGQNVVIKVKPPSKSGSASASGAQRGSLEEFEETPWSDQRPREGEGEPPRGQLQPSRPTRARGTCSVEDPLLVCQKEPGKPRMVKSVGSVGDSPREPRRTVSESVIAVKASFPSSALPPRTGVALGRKLGSHSVASCAPQLLGDRRVDAGHTDQPVPSGSVGGPARPASGPRQAREASLVVT.... Result: 0 (no interaction). (3) The miRNA is hsa-miR-29c-3p with sequence UAGCACCAUUUGAAAUCGGUUA. The protein sequence of the target gene is MAASKKAVLGPLVGAVDQGTSSTRFLVFNSKTAELLSHHQVEIKQEFPREGWVEQDPKEILHSVYECIEKTCEKLGQLNIDISNIKAIGVSNQRETTVVWDKITGEPLYNAVVWLDLRTQSTVESLSKRIPGNNNFVKSKTGLPLSTYFSAVKLRWLLDNVRKVQKAVEEKRALFGTIDSWLIWSLTGGVNGGVHCTDVTNASRTMLFNIHSLEWDKQLCEFFGIPMEILPNVRSSSEIYGLMKISHSVKAGALEGVPISGCLGDQSAALVGQMCFQIGQAKNTYGTGCFLLCNTGHKCV.... Result: 0 (no interaction). (4) The miRNA is mmu-miR-675-5p with sequence UGGUGCGGAAAGGGCCCACAGU. The protein sequence of the target gene is MARENGESSSSWKKQAEDIKKIFEFKETLGTGAFSEVVLAEEKATGKLFAVKCIPKKALKGKESSIENEIAVLRKIKHENIVALEDIYESPNHLYLVMQLVSGGELFDRIVEKGFYTEKDASTLIRQVLDAVYYLHRMGIVHRDLKPENLLYYSQDEESKIMISDFGLSKMEGKGDVMSTACGTPGYVAPEVLAQKPYSKAVDCWSIGVIAYILLCGYPPFYDENDSKLFEQILKAEYEFDSPYWDDISDSAKDFIRNLMEKDPNKRYTCEQAARHPWIAGDTALSKNIHESVSAQIRKN.... Result: 0 (no interaction). (5) The miRNA is hsa-miR-376a-3p with sequence AUCAUAGAGGAAAAUCCACGU. Result: 0 (no interaction). The protein sequence of the target gene is MGEPSREEYKIQSFDAETQQLLKTALKDPGAVDLEKVANVIVDHSLQDCVFSKEAGRMCYAIIQAESKQAGQSVFRRGLLNRLQQEYQAREQLRARSLQGWVCYVTFICNIFDYLRVNNMPMMALVNPVYDCLFRLAQPDSLSKEEEVDCLVLQLHRVGEQLEKMNGQRMDELFVLIRDGFLLPTGLSSLAQLLLLEIIEFRAAGWKTTPAAHKYYYSEVSD. (6) The miRNA is hsa-miR-125b-2-3p with sequence UCACAAGUCAGGCUCUUGGGAC. The protein sequence of the target gene is MSRPLLITFTPATDPSDLWKDGQQQPQPEKPESTLDGAAARAFYEALIGDESSAPDSQRSQTEPARERKRKKRRIMKAPAAEAVAEGASGRHGQGRSLEAEDKMTHRILRAAQEGDLPELRRLLEPHEAGGAGGNINARDAFWWTPLMCAARAGQGAAVSYLLGRGAAWVGVCELSGRDAAQLAEEAGFPEVARMVRESHGETRSPENRSPTPSLQYCENCDTHFQDSNHRTSTAHLLSLSQGPQPPNLPLGVPISSPGFKLLLRGGWEPGMGLGPRGEGRANPIPTVLKRDQEGLGYRS.... Result: 0 (no interaction). (7) The miRNA is hsa-miR-4447 with sequence GGUGGGGGCUGUUGUUU. The protein sequence of the target gene is MEILMTVSKFASICTMGANASALEKEIGPEQFPVNEHYFGLVNFGNTCYCNSVLQALYFCRPFREKVLAYKSQPRKKESLLTCLADLFHSIATQKKKVGVIPPKKFITRLRKENELFDNYMQQDAHEFLNYLLNTIADILQEERKQEKQNGRLPNGNIDNENNNSTPDPTWVHEIFQGTLTNETRCLTCETISSKDEDFLDLSVDVEQNTSITHCLRGFSNTETLCSEYKYYCEECRSKQEAHKRMKVKKLPMILALHLKRFKYMDQLHRYTKLSYRVVFPLELRLFNTSGDATNPDRMY.... Result: 1 (interaction). (8) The miRNA is hsa-miR-6804-3p with sequence CGCACCUGCCUCUCACCCACAG. The protein sequence of the target gene is MYPAGPPAGPVPRRGRRPLPGPPAPAPAPVPAARPPPPAPGPRPRVAVKMAFRKAYSIKDKLQAIERVKGGERQASVCRDFGVPGGTLRGWLKDEPKLRWFLEQLGGEVGTQRKKMRLANEEEIDRAVYAWFLALRQHGVPLSGPLIQAQAEAFARQIYGPECTFKASHGWFWRWQKRHGISSQRFYGEAGPPAPSPAPGPPVKEEPALPSGAGPLPDRAPAPPPPAEGGYGDEQIYSASVTGLYWKLLPEQAAPPGAGDPGAGGCGRRWRGDRVTVLLAANLTGSHKLKPLVIGRLPDP.... Result: 1 (interaction).